From a dataset of Reaction yield outcomes from USPTO patents with 853,638 reactions. Predict the reaction yield, written as a fraction of the theoretical maximum amount of product (1.0 means a 100% yield; for example, 0.34 means a 34% yield). The reactants are [C:1]([O:4][C:5]1[C:14]2[C:9](=[C:10]([CH2:19]O)[CH:11]=[C:12]([CH:15]([CH2:17][CH3:18])[CH3:16])[CH:13]=2)[N:8]=[C:7]([CH3:21])[C:6]=1[CH3:22])(=[O:3])[CH3:2].S(Cl)([Cl:25])=O. No catalyst specified. The product is [C:1]([O:4][C:5]1[C:14]2[C:9](=[C:10]([CH2:19][Cl:25])[CH:11]=[C:12]([CH:15]([CH2:17][CH3:18])[CH3:16])[CH:13]=2)[N:8]=[C:7]([CH3:21])[C:6]=1[CH3:22])(=[O:3])[CH3:2]. The yield is 0.235.